This data is from Forward reaction prediction with 1.9M reactions from USPTO patents (1976-2016). The task is: Predict the product of the given reaction. (1) Given the reactants [F:1][C:2]1[CH:7]=[C:6]([C:8]([CH3:10])=[CH2:9])[CH:5]=[CH:4][C:3]=1[C@@H:11]([NH2:13])[CH3:12].CN1C(=O)CCC1.[C:21](O[C:21]([O:23][C:24]([CH3:27])([CH3:26])[CH3:25])=[O:22])([O:23][C:24]([CH3:27])([CH3:26])[CH3:25])=[O:22].CCOC(C)=O, predict the reaction product. The product is: [F:1][C:2]1[CH:7]=[C:6]([C:8]([CH3:10])=[CH2:9])[CH:5]=[CH:4][C:3]=1[C@@H:11]([NH:13][C:21](=[O:22])[O:23][C:24]([CH3:27])([CH3:26])[CH3:25])[CH3:12]. (2) Given the reactants [CH3:1][C:2]1[C:7]([CH3:8])=[CH:6][CH:5]=[CH:4][C:3]=1[CH:9]([C:11]1[NH:12][CH:13]=[CH:14][N:15]=1)[CH3:10].C(=O)([O-])[O-].[K+].[K+].[C:22]([O:28][CH2:29]Cl)(=[O:27])[C:23]([CH3:26])([CH3:25])[CH3:24].O, predict the reaction product. The product is: [C:22]([O:28][CH2:29][N:15]1[CH:14]=[CH:13][N:12]=[C:11]1[C@@H:9]([C:3]1[CH:4]=[CH:5][CH:6]=[C:7]([CH3:8])[C:2]=1[CH3:1])[CH3:10])(=[O:27])[C:23]([CH3:26])([CH3:25])[CH3:24]. (3) Given the reactants Cl[C:2]1[N:6]2[CH:7]=[CH:8][C:9]([S:11]([N:14]([CH2:17][CH3:18])[CH2:15][CH3:16])(=[O:13])=[O:12])=[CH:10][C:5]2=[N:4][N:3]=1.[CH2:19]([NH2:24])[C:20]([CH3:23])([CH3:22])[CH3:21], predict the reaction product. The product is: [CH2:15]([N:14]([CH2:17][CH3:18])[S:11]([C:9]1[CH:8]=[CH:7][N:6]2[C:2]([NH:24][CH2:19][C:20]([CH3:23])([CH3:22])[CH3:21])=[N:3][N:4]=[C:5]2[CH:10]=1)(=[O:13])=[O:12])[CH3:16].